This data is from Reaction yield outcomes from USPTO patents with 853,638 reactions. The task is: Predict the reaction yield, written as a fraction of the theoretical maximum amount of product (1.0 means a 100% yield; for example, 0.34 means a 34% yield). The reactants are C[O:2][C:3]([C:5]1[N:9]=[CH:8][N:7]([CH2:10][O:11][CH2:12][CH2:13][Si:14]([CH3:17])([CH3:16])[CH3:15])[N:6]=1)=[O:4].[OH-].[K+:19]. The catalyst is CCO.CCOCC. The product is [K+:19].[CH3:15][Si:14]([CH3:17])([CH3:16])[CH2:13][CH2:12][O:11][CH2:10][N:7]1[CH:8]=[N:9][C:5]([C:3]([O-:4])=[O:2])=[N:6]1. The yield is 0.970.